Task: Predict the reactants needed to synthesize the given product.. Dataset: Full USPTO retrosynthesis dataset with 1.9M reactions from patents (1976-2016) (1) The reactants are: [CH3:1][O:2][C:3]1[CH:4]=[C:5]([CH:10]=[CH:11][C:12]=1[CH3:13])[C:6]([O:8][CH3:9])=[O:7].C1C(=O)N([Br:21])C(=O)C1.CC(N=NC(C#N)(C)C)(C#N)C. Given the product [Br:21][CH2:13][C:12]1[CH:11]=[CH:10][C:5]([C:6]([O:8][CH3:9])=[O:7])=[CH:4][C:3]=1[O:2][CH3:1], predict the reactants needed to synthesize it. (2) Given the product [NH2:22][C:23]1[N:28]=[CH:27][C:26]([C:2]2[N:3]=[C:4]([N:15]3[CH2:20][CH2:19][O:18][CH2:17][C@@H:16]3[CH3:21])[C:5]3[S:10][C:9]([C:11]([OH:14])([CH3:13])[CH3:12])=[CH:8][C:6]=3[N:7]=2)=[CH:25][N:24]=1, predict the reactants needed to synthesize it. The reactants are: Cl[C:2]1[N:3]=[C:4]([N:15]2[CH2:20][CH2:19][O:18][CH2:17][C@@H:16]2[CH3:21])[C:5]2[S:10][C:9]([C:11]([OH:14])([CH3:13])[CH3:12])=[CH:8][C:6]=2[N:7]=1.[NH2:22][C:23]1[N:28]=[CH:27][C:26](B2OC(C)(C)C(C)(C)O2)=[CH:25][N:24]=1.CC#N.CC([O-])=O.[K+]. (3) The reactants are: [NH2:1][C:2]1[N:10]=[C:9]([O:11][CH2:12][CH2:13][CH2:14][CH3:15])[N:8]=[C:7]2[C:3]=1[NH:4][C:5](=[O:43])[N:6]2[CH2:16][CH2:17][CH2:18][N:19]([CH2:31][C:32]1[CH:37]=[CH:36][CH:35]=[C:34]([CH2:38][C:39]([O:41][CH3:42])=[O:40])[CH:33]=1)[C:20](=[O:30])[CH2:21][CH2:22][C:23]([O:25]C(C)(C)C)=[O:24].C(O)(C(F)(F)F)=O. Given the product [NH2:1][C:2]1[N:10]=[C:9]([O:11][CH2:12][CH2:13][CH2:14][CH3:15])[N:8]=[C:7]2[C:3]=1[NH:4][C:5](=[O:43])[N:6]2[CH2:16][CH2:17][CH2:18][N:19]([CH2:31][C:32]1[CH:37]=[CH:36][CH:35]=[C:34]([CH2:38][C:39]([O:41][CH3:42])=[O:40])[CH:33]=1)[C:20](=[O:30])[CH2:21][CH2:22][C:23]([OH:25])=[O:24], predict the reactants needed to synthesize it. (4) The reactants are: [BH4-].[Na+].[Cl:3][C:4]1[CH:23]=[CH:22][C:21]([CH2:24][C:25]#[N:26])=[CH:20][C:5]=1[C:6]([NH:8][CH2:9][C:10]12[CH2:19][CH:14]3[CH2:15][CH:16]([CH2:18][CH:12]([CH2:13]3)[CH2:11]1)[CH2:17]2)=[O:7]. Given the product [NH2:26][CH2:25][CH2:24][C:21]1[CH:22]=[CH:23][C:4]([Cl:3])=[C:5]([CH:20]=1)[C:6]([NH:8][CH2:9][C:10]12[CH2:17][CH:16]3[CH2:18][CH:12]([CH2:13][CH:14]([CH2:15]3)[CH2:19]1)[CH2:11]2)=[O:7], predict the reactants needed to synthesize it. (5) The reactants are: [F:1][C:2]1[CH:28]=[CH:27][CH:26]=[C:25]([F:29])[C:3]=1[C:4]([NH:6][C:7]1[S:8][C:9]([C:15]2[CH:20]=[CH:19][CH:18]=[C:17]([C:21]([F:24])([F:23])[F:22])[CH:16]=2)=[C:10]([CH:12]([OH:14])[CH3:13])[N:11]=1)=[O:5].CC(OI1(OC(C)=O)(OC(C)=O)OC(=O)C2C=CC=CC1=2)=O. Given the product [C:12]([C:10]1[N:11]=[C:7]([NH:6][C:4](=[O:5])[C:3]2[C:25]([F:29])=[CH:26][CH:27]=[CH:28][C:2]=2[F:1])[S:8][C:9]=1[C:15]1[CH:20]=[CH:19][CH:18]=[C:17]([C:21]([F:22])([F:23])[F:24])[CH:16]=1)(=[O:14])[CH3:13], predict the reactants needed to synthesize it. (6) Given the product [CH2:1]([O:8][C:9](=[O:27])[NH:10][CH2:11][CH2:12][N:13]([C:33](=[O:34])[C:32]1[CH:36]=[C:37]([C:39]([F:40])([F:41])[F:42])[CH:38]=[C:30]([C:29]([F:28])([F:43])[F:44])[CH:31]=1)[C:14]1[CH:15]=[N:16][CH:17]=[CH:18][C:19]=1[C:20]1[CH:25]=[CH:24][CH:23]=[CH:22][C:21]=1[Cl:26])[C:2]1[CH:7]=[CH:6][CH:5]=[CH:4][CH:3]=1, predict the reactants needed to synthesize it. The reactants are: [CH2:1]([O:8][C:9](=[O:27])[NH:10][CH2:11][CH2:12][NH:13][C:14]1[CH:15]=[N:16][CH:17]=[CH:18][C:19]=1[C:20]1[CH:25]=[CH:24][CH:23]=[CH:22][C:21]=1[Cl:26])[C:2]1[CH:7]=[CH:6][CH:5]=[CH:4][CH:3]=1.[F:28][C:29]([F:44])([F:43])[C:30]1[CH:31]=[C:32]([CH:36]=[C:37]([C:39]([F:42])([F:41])[F:40])[CH:38]=1)[C:33](Cl)=[O:34].